From a dataset of Catalyst prediction with 721,799 reactions and 888 catalyst types from USPTO. Predict which catalyst facilitates the given reaction. Reactant: [F:1][C:2]1[CH:11]=[C:10]2[C:5]([C:6](=[O:12])[CH2:7][CH2:8][O:9]2)=[CH:4][CH:3]=1.[BH4-].[Na+]. Product: [F:1][C:2]1[CH:11]=[C:10]2[C:5]([CH:6]([OH:12])[CH2:7][CH2:8][O:9]2)=[CH:4][CH:3]=1. The catalyst class is: 5.